This data is from Full USPTO retrosynthesis dataset with 1.9M reactions from patents (1976-2016). The task is: Predict the reactants needed to synthesize the given product. (1) The reactants are: S(Cl)([Cl:4])(=O)=O.[CH2:6]([NH:8][C:9]([N:11]1[C:15]([CH3:16])=[CH:14][C:13]([O:17][C:18]2[C:23]([Cl:24])=[CH:22][C:21]([C:25]([F:28])([F:27])[F:26])=[CH:20][N:19]=2)=[N:12]1)=[O:10])[CH3:7]. Given the product [CH2:6]([NH:8][C:9]([N:11]1[C:15]([CH3:16])=[C:14]([Cl:4])[C:13]([O:17][C:18]2[C:23]([Cl:24])=[CH:22][C:21]([C:25]([F:26])([F:27])[F:28])=[CH:20][N:19]=2)=[N:12]1)=[O:10])[CH3:7], predict the reactants needed to synthesize it. (2) Given the product [ClH:8].[Br:1][C:2]1[C:3]([O:18][C:19]2[C:24]([CH3:25])=[CH:23][C:22]([C:26]#[N:27])=[CH:21][C:20]=2[CH3:28])=[N:4][C:5]([NH:9][C:10]2[CH:17]=[CH:16][C:13]([C:14]#[N:15])=[CH:12][CH:11]=2)=[N:6][C:7]=1[NH:41][CH2:40][CH2:39][N:34]1[CH2:38][CH2:37][CH2:36][CH2:35]1, predict the reactants needed to synthesize it. The reactants are: [Br:1][C:2]1[C:3]([O:18][C:19]2[C:24]([CH3:25])=[CH:23][C:22]([C:26]#[N:27])=[CH:21][C:20]=2[CH3:28])=[N:4][C:5]([NH:9][C:10]2[CH:17]=[CH:16][C:13]([C:14]#[N:15])=[CH:12][CH:11]=2)=[N:6][C:7]=1[Cl:8].O1CCCC1.[N:34]1([CH2:39][CH2:40][NH2:41])[CH2:38][CH2:37][CH2:36][CH2:35]1.Cl.C(OCC)C.